From a dataset of NCI-60 drug combinations with 297,098 pairs across 59 cell lines. Regression. Given two drug SMILES strings and cell line genomic features, predict the synergy score measuring deviation from expected non-interaction effect. Drug 1: CCCS(=O)(=O)NC1=C(C(=C(C=C1)F)C(=O)C2=CNC3=C2C=C(C=N3)C4=CC=C(C=C4)Cl)F. Drug 2: CC(C)CN1C=NC2=C1C3=CC=CC=C3N=C2N. Cell line: M14. Synergy scores: CSS=23.8, Synergy_ZIP=-5.39, Synergy_Bliss=-8.02, Synergy_Loewe=-21.4, Synergy_HSA=-8.76.